Predict the reactants needed to synthesize the given product. From a dataset of Full USPTO retrosynthesis dataset with 1.9M reactions from patents (1976-2016). (1) Given the product [NH2:11][C:12]1[C:13]([C:17]2[N:18]([CH2:43][CH3:44])[C:19]3[CH:24]=[C:23]([O:25][C:26]4[CH:27]=[C:28]([NH:32][C:33]([C:35]5[CH:36]=[N:37][C:38]([O:41][CH2:3][CH2:4][N:5]6[CH2:10][CH2:9][O:8][CH2:7][CH2:6]6)=[CH:39][CH:40]=5)=[O:34])[CH:29]=[CH:30][CH:31]=4)[N:22]=[CH:21][C:20]=3[N:42]=2)=[N:14][O:15][N:16]=1, predict the reactants needed to synthesize it. The reactants are: Cl.Cl[CH2:3][CH2:4][N:5]1[CH2:10][CH2:9][O:8][CH2:7][CH2:6]1.[NH2:11][C:12]1[C:13]([C:17]2[N:18]([CH2:43][CH3:44])[C:19]3[CH:24]=[C:23]([O:25][C:26]4[CH:27]=[C:28]([NH:32][C:33]([C:35]5[CH:40]=[CH:39][C:38](=[O:41])[NH:37][CH:36]=5)=[O:34])[CH:29]=[CH:30][CH:31]=4)[N:22]=[CH:21][C:20]=3[N:42]=2)=[N:14][O:15][N:16]=1.C([O-])([O-])=O.[K+].[K+]. (2) The reactants are: [BH4-].[Na+].CO.C([O:8][CH2:9][C:10]([CH3:52])([CH3:51])[CH2:11][N:12]1[C:18]2[CH:19]=[CH:20][C:21]([Cl:23])=[CH:22][C:17]=2[C@@H:16]([C:24]2[CH:29]=[CH:28][CH:27]=[C:26]([O:30][CH3:31])[C:25]=2[O:32][CH3:33])[O:15][C@H:14]([CH2:34][C:35]([C:37]2[CH:42]=[CH:41][C:40]([CH2:43][CH2:44][C:45]([O:47]CC)=[O:46])=[CH:39][CH:38]=2)=[O:36])[C:13]1=[O:50])(=O)C.Cl. Given the product [Cl:23][C:21]1[CH:20]=[CH:19][C:18]2[N:12]([CH2:11][C:10]([CH3:51])([CH3:52])[CH2:9][OH:8])[C:13](=[O:50])[C@@H:14]([CH2:34][CH:35]([C:37]3[CH:42]=[CH:41][C:40]([CH2:43][CH2:44][C:45]([OH:47])=[O:46])=[CH:39][CH:38]=3)[OH:36])[O:15][C@H:16]([C:24]3[CH:29]=[CH:28][CH:27]=[C:26]([O:30][CH3:31])[C:25]=3[O:32][CH3:33])[C:17]=2[CH:22]=1, predict the reactants needed to synthesize it. (3) Given the product [CH3:10][O:9][C:7]([C:5]1[N:6]=[C:2]([N:21]2[CH2:20][CH2:19][N:18]([C:11]([O:13][C:14]([CH3:17])([CH3:16])[CH3:15])=[O:12])[CH2:23][CH2:22]2)[S:3][CH:4]=1)=[O:8], predict the reactants needed to synthesize it. The reactants are: Cl[C:2]1[S:3][CH:4]=[C:5]([C:7]([O:9][CH3:10])=[O:8])[N:6]=1.[C:11]([N:18]1[CH2:23][CH2:22][NH:21][CH2:20][CH2:19]1)([O:13][C:14]([CH3:17])([CH3:16])[CH3:15])=[O:12].CCN(C(C)C)C(C)C. (4) Given the product [CH3:10][C:8]1([CH3:11])[CH2:7][C:6]2[CH:12]=[C:2]([N:31]3[CH2:30][CH2:29][N:28]([C:25]4[CH:24]=[CH:23][C:22]([O:21][CH3:20])=[CH:27][CH:26]=4)[CH2:33][CH2:32]3)[C:3]([C:13]3[CH:18]=[CH:17][C:16]([CH3:19])=[CH:15][CH:14]=3)=[CH:4][C:5]=2[O:9]1, predict the reactants needed to synthesize it. The reactants are: Br[C:2]1[C:3]([C:13]2[CH:18]=[CH:17][C:16]([CH3:19])=[CH:15][CH:14]=2)=[CH:4][C:5]2[O:9][C:8]([CH3:11])([CH3:10])[CH2:7][C:6]=2[CH:12]=1.[CH3:20][O:21][C:22]1[CH:27]=[CH:26][C:25]([N:28]2[CH2:33][CH2:32][NH:31][CH2:30][CH2:29]2)=[CH:24][CH:23]=1. (5) The reactants are: [NH2:1][C:2]1[CH:3]=[CH:4][C:5]([F:19])=[C:6]([C@:8]2([CH3:18])[C@@H:16]3[C@@H:12]([CH2:13][O:14][CH2:15]3)[O:11][C:10]([NH2:17])=[N:9]2)[CH:7]=1.[F:20][C:21]([F:34])([F:33])[CH2:22][O:23][C:24]1[N:25]=[CH:26][C:27]([C:30](O)=[O:31])=[N:28][CH:29]=1. Given the product [NH2:17][C:10]1[O:11][C@H:12]2[C@@H:16]([C@:8]([C:6]3[CH:7]=[C:2]([NH:1][C:30]([C:27]4[CH:26]=[N:25][C:24]([O:23][CH2:22][C:21]([F:33])([F:34])[F:20])=[CH:29][N:28]=4)=[O:31])[CH:3]=[CH:4][C:5]=3[F:19])([CH3:18])[N:9]=1)[CH2:15][O:14][CH2:13]2, predict the reactants needed to synthesize it. (6) Given the product [NH2:7][C:6]1[S:5][CH:4]=[C:3]([C:10]([O:12][CH3:13])=[O:11])[C:2]=1[CH3:1], predict the reactants needed to synthesize it. The reactants are: [CH3:1][C:2]1[C:3]([C:10]([O:12][CH3:13])=[O:11])=[CH:4][S:5][C:6]=1[N+:7]([O-])=O.C([SiH](CC)CC)C. (7) The reactants are: [CH3:1][C:2]1[N:7]=[C:6]([C:8]([O:10]C)=[O:9])[C:5]([N:12]2[N:16]=[C:15]([CH3:17])[CH:14]=[N:13]2)=[CH:4][CH:3]=1.[OH-].[Li+]. Given the product [CH3:1][C:2]1[N:7]=[C:6]([C:8]([OH:10])=[O:9])[C:5]([N:12]2[N:16]=[C:15]([CH3:17])[CH:14]=[N:13]2)=[CH:4][CH:3]=1, predict the reactants needed to synthesize it. (8) Given the product [NH2:1][C:2]1[N:16]=[CH:15][C:14]([C:26]2[CH:27]=[N:28][N:29]([CH2:31][C:32](=[O:33])[NH2:34])[CH:30]=2)=[CH:13][C:3]=1[C:4]([NH:6][C:7]1[CH:12]=[CH:11][N:10]=[CH:9][CH:8]=1)=[O:5], predict the reactants needed to synthesize it. The reactants are: [NH2:1][C:2]1[N:16]=[CH:15][C:14](Br)=[CH:13][C:3]=1[C:4]([NH:6][C:7]1[CH:12]=[CH:11][N:10]=[CH:9][CH:8]=1)=[O:5].CC1(C)C(C)(C)OB([C:26]2[CH:27]=[N:28][N:29]([CH2:31][C:32]([NH2:34])=[O:33])[CH:30]=2)O1.